The task is: Predict the reactants needed to synthesize the given product.. This data is from Full USPTO retrosynthesis dataset with 1.9M reactions from patents (1976-2016). (1) Given the product [Br-:26].[F:25][C:21]1[CH:20]=[C:19]([C:12]2([C:10]([O:9][C@@H:3]3[CH:4]4[CH2:5][CH2:6][N+:1]([CH2:27][C:28](=[O:29])[NH:30][C:31]5[CH:35]=[CH:34][O:33][N:32]=5)([CH2:8][CH2:7]4)[CH2:2]3)=[O:11])[CH2:18][CH2:17][CH2:16][CH2:15][CH2:14][CH2:13]2)[CH:24]=[CH:23][CH:22]=1, predict the reactants needed to synthesize it. The reactants are: [N:1]12[CH2:8][CH2:7][CH:4]([CH2:5][CH2:6]1)[C@@H:3]([O:9][C:10]([C:12]1([C:19]3[CH:24]=[CH:23][CH:22]=[C:21]([F:25])[CH:20]=3)[CH2:18][CH2:17][CH2:16][CH2:15][CH2:14][CH2:13]1)=[O:11])[CH2:2]2.[Br:26][CH2:27][C:28]([NH:30][C:31]1[CH:35]=[CH:34][O:33][N:32]=1)=[O:29]. (2) Given the product [Br:1][C:2]1[N:7]=[C:6]([C:8]2[S:12][C:11]([C@@H:13]3[CH2:17][O:16][C:15](=[O:18])[N:14]3[CH3:21])=[N:10][CH:9]=2)[CH:5]=[CH:4][CH:3]=1, predict the reactants needed to synthesize it. The reactants are: [Br:1][C:2]1[N:7]=[C:6]([C:8]2[S:12][C:11]([C@@H:13]3[CH2:17][O:16][C:15](=[O:18])[NH:14]3)=[N:10][CH:9]=2)[CH:5]=[CH:4][CH:3]=1.[H-].[Na+].[CH3:21]N(C)C=O.CI. (3) Given the product [Br:1][C:2]1[CH:3]=[C:4]2[C:5](=[CH:6][CH:7]=1)[NH:8][C:9](=[O:18])[CH:10]=[CH:11]2, predict the reactants needed to synthesize it. The reactants are: [Br:1][C:2]1[CH:7]=[CH:6][C:5]([NH:8][C:9](=[O:18])[CH:10]=[CH:11]C2C=CC=CC=2)=[CH:4][CH:3]=1.[Al+3].[Cl-].[Cl-].[Cl-].